The task is: Predict the reactants needed to synthesize the given product.. This data is from Full USPTO retrosynthesis dataset with 1.9M reactions from patents (1976-2016). (1) Given the product [CH3:1][S:2]([N:5]1[CH2:9][CH2:8][CH:7]([CH2:10][C:11]([OH:13])=[O:12])[CH2:6]1)(=[O:4])=[O:3], predict the reactants needed to synthesize it. The reactants are: [CH3:1][S:2]([N:5]1[CH2:9][CH2:8][CH:7]([CH2:10][C:11]([O:13]C(C)(C)C)=[O:12])[CH2:6]1)(=[O:4])=[O:3]. (2) Given the product [CH2:38]([O:40][C:41](=[O:57])[CH2:42][C@@H:43]([N:47]1[C:51]2[CH:52]=[CH:53][CH:54]=[CH:55][C:50]=2[N:49]([CH2:17][C:4]2[CH:3]=[C:2]([Br:1])[CH:7]=[C:6]([N+:8]([O-:10])=[O:9])[C:5]=2[S:11][C:12](=[O:16])[N:13]([CH3:14])[CH3:15])[C:48]1=[O:56])[CH2:44][CH2:45][CH3:46])[CH3:39], predict the reactants needed to synthesize it. The reactants are: [Br:1][C:2]1[CH:7]=[C:6]([N+:8]([O-:10])=[O:9])[C:5]([S:11][C:12](=[O:16])[N:13]([CH3:15])[CH3:14])=[C:4]([CH2:17]O)[CH:3]=1.C1(P(C2C=CC=CC=2)C2C=CC=CC=2)C=CC=CC=1.[CH2:38]([O:40][C:41](=[O:57])[CH2:42][C@@H:43]([N:47]1[C:51]2[CH:52]=[CH:53][CH:54]=[CH:55][C:50]=2[NH:49][C:48]1=[O:56])[CH2:44][CH2:45][CH3:46])[CH3:39].N#N.CC(OC(/N=N/C(OC(C)C)=O)=O)C. (3) Given the product [CH3:19][C:17]1[CH:16]=[CH:15][N:14]=[C:13]([C:6]2[CH:7]=[CH:8][C:3]([CH:1]=[O:2])=[CH:4][CH:5]=2)[N:18]=1, predict the reactants needed to synthesize it. The reactants are: [CH:1]([C:3]1[CH:8]=[CH:7][C:6](B(O)O)=[CH:5][CH:4]=1)=[O:2].Br[C:13]1[N:18]=[C:17]([CH3:19])[CH:16]=[CH:15][N:14]=1.C(C1C=C(B(O)O)C=CC=1)=O.BrC1C=CC=CN=1. (4) Given the product [CH2:26]([NH:27][S:10]([C:7]1[CH:8]=[CH:9][C:4]([N+:1]([O-:3])=[O:2])=[CH:5][CH:6]=1)(=[O:12])=[O:11])[CH2:25][CH:24]([CH3:28])[CH3:23], predict the reactants needed to synthesize it. The reactants are: [N+:1]([C:4]1[CH:9]=[CH:8][C:7]([S:10](Cl)(=[O:12])=[O:11])=[CH:6][CH:5]=1)([O-:3])=[O:2].C(N(C(C)C)CC)(C)C.[CH3:23][CH:24]([CH3:28])[CH2:25][CH2:26][NH2:27]. (5) Given the product [Cl:1][C:2]1[CH:7]=[CH:6][C:5](/[CH:8]=[CH:9]/[S:10]([C:13]2[CH:19]=[CH:18][C:16]([CH3:17])=[CH:15][CH:14]=2)(=[O:12])=[O:11])=[C:4]([F:21])[CH:3]=1, predict the reactants needed to synthesize it. The reactants are: [Cl:1][C:2]1[CH:7]=[CH:6][C:5]([CH:8](I)[CH2:9][S:10]([C:13]2[CH:19]=[CH:18][C:16]([CH3:17])=[CH:15][CH:14]=2)(=[O:12])=[O:11])=[C:4]([F:21])[CH:3]=1.CCN(CC)CC.OS([O-])(=O)=O.[Na+].O. (6) Given the product [N:6]1[CH:11]=[CH:10][CH:9]=[CH:8][C:7]=1[CH2:12][NH:1][CH2:2][CH2:3][CH2:4][OH:5], predict the reactants needed to synthesize it. The reactants are: [NH2:1][CH2:2][CH2:3][CH2:4][OH:5].[N:6]1[CH:11]=[CH:10][CH:9]=[CH:8][C:7]=1[CH:12]=O.